Predict the product of the given reaction. From a dataset of Forward reaction prediction with 1.9M reactions from USPTO patents (1976-2016). (1) Given the reactants [F:1][C:2]([F:13])([F:12])[C:3]1[CH:11]=[CH:10][C:6]([C:7]([NH2:9])=[S:8])=[CH:5][CH:4]=1.[Cl:14][CH2:15][C:16](=O)[CH2:17]Cl, predict the reaction product. The product is: [Cl:14][CH2:15][C:16]1[N:9]=[C:7]([C:6]2[CH:10]=[CH:11][C:3]([C:2]([F:1])([F:12])[F:13])=[CH:4][CH:5]=2)[S:8][CH:17]=1. (2) Given the reactants [C:1](NC1C=C(C#C)C=CC=1)(=[O:3])C.[N+:13]([C:16]1[CH:17]=[C:18]2[CH:24]=[C:23]([C:25]3[CH:26]=[C:27]([NH:31][C:32](=[O:34])[CH3:33])[CH:28]=[CH:29][CH:30]=3)[NH:22][C:19]2=[N:20][CH:21]=1)([O-])=O.[CH3:35][C:36](C)([O-:38])[CH3:37].[K+], predict the reaction product. The product is: [CH:36]([O:38][C:1](=[O:3])[NH:13][C:16]1[CH:17]=[C:18]2[CH:24]=[C:23]([C:25]3[CH:30]=[CH:29][CH:28]=[C:27]([NH:31][C:32](=[O:34])[CH3:33])[CH:26]=3)[NH:22][C:19]2=[N:20][CH:21]=1)([CH3:37])[CH3:35]. (3) Given the reactants [Cl:1][CH2:2][CH2:3][CH2:4][S:5]([O:8][CH2:9][C:10]([CH3:24])([CH3:23])[C@@H:11]([O:15][CH2:16][C:17]1[CH:22]=[CH:21][CH:20]=[CH:19][CH:18]=1)[C:12]([OH:14])=[O:13])(=[O:7])=[O:6].C(Cl)(=O)C(Cl)=O.[CH:31](O)([CH3:33])[CH3:32].N1C=CC=CC=1, predict the reaction product. The product is: [Cl:1][CH2:2][CH2:3][CH2:4][S:5]([O:8][CH2:9][C:10]([CH3:24])([CH3:23])[C@@H:11]([O:15][CH2:16][C:17]1[CH:22]=[CH:21][CH:20]=[CH:19][CH:18]=1)[C:12]([O:14][CH:31]([CH3:33])[CH3:32])=[O:13])(=[O:6])=[O:7].